Dataset: Forward reaction prediction with 1.9M reactions from USPTO patents (1976-2016). Task: Predict the product of the given reaction. (1) Given the reactants I[C:2]1[CH:7]=[C:6]([C:8]2[CH:13]=[CH:12][C:11]([C:14]([F:17])([F:16])[F:15])=[CH:10][CH:9]=2)[CH:5]=[C:4]([CH3:18])[N:3]=1.Br[C:20]1[S:21][CH:22]=[C:23](Br)[N:24]=1, predict the reaction product. The product is: [CH3:18][C:4]1[CH:5]=[C:6]([C:8]2[CH:9]=[CH:10][C:11]([C:14]([F:16])([F:15])[F:17])=[CH:12][CH:13]=2)[CH:7]=[C:2]([C:20]2[S:21][CH:22]=[CH:23][N:24]=2)[N:3]=1. (2) Given the reactants [CH2:1]([O:8][C:9]([NH:11][C@H:12]1[CH2:17][CH2:16][CH2:15][NH:14][C:13]1=[O:18])=[O:10])[C:2]1[CH:7]=[CH:6][CH:5]=[CH:4][CH:3]=1.[P:19](Cl)(Cl)(Cl)=[O:20].[NH2:24][C:25]1[CH:30]=[CH:29][CH:28]=[CH:27][CH:26]=1, predict the reaction product. The product is: [CH2:1]([O:8][C:9]([NH:11][C@H:12]1[CH2:17][CH2:16][CH2:15][N:14]([P:19]([NH:24][C:25]2[CH:30]=[CH:29][CH:28]=[CH:27][CH:26]=2)([NH:24][C:25]2[CH:30]=[CH:29][CH:28]=[CH:27][CH:26]=2)=[O:20])[C:13]1=[O:18])=[O:10])[C:2]1[CH:3]=[CH:4][CH:5]=[CH:6][CH:7]=1. (3) Given the reactants Cl.[C:2]12([CH2:12][CH:13]3[CH2:18][CH2:17][NH:16][CH2:15][CH2:14]3)[CH2:11][CH:6]3[CH2:7][CH:8]([CH2:10][CH:4]([CH2:5]3)[CH2:3]1)[CH2:9]2.[OH:19][C:20]1[CH:29]=[CH:28][C:23]([O:24][CH2:25][CH2:26]Br)=[CH:22][CH:21]=1, predict the reaction product. The product is: [C:2]12([CH2:12][CH:13]3[CH2:18][CH2:17][N:16]([CH2:26][CH2:25][O:24][C:23]4[CH:28]=[CH:29][C:20]([OH:19])=[CH:21][CH:22]=4)[CH2:15][CH2:14]3)[CH2:11][CH:6]3[CH2:5][CH:4]([CH2:10][CH:8]([CH2:7]3)[CH2:9]1)[CH2:3]2. (4) Given the reactants FC(F)(F)C(C1C=CC(OC)=CC=1CO)O.[F:17][C:18]([F:42])([F:41])[C:19]([C:25]1[CH:30]=[CH:29][C:28]([O:31][CH3:32])=[CH:27][C:26]=1[CH2:33][O:34]C1CCCCO1)([OH:24])[C:20]([F:23])([F:22])[F:21], predict the reaction product. The product is: [F:17][C:18]([F:41])([F:42])[C:19]([C:25]1[CH:30]=[CH:29][C:28]([O:31][CH3:32])=[CH:27][C:26]=1[CH2:33][OH:34])([OH:24])[C:20]([F:21])([F:23])[F:22]. (5) Given the reactants [OH-].[Li+].[C:3]([C:7]1[S:8][CH:9]=[C:10]([C:12]([O:14]CC)=[O:13])[N:11]=1)([CH3:6])([CH3:5])[CH3:4].Cl, predict the reaction product. The product is: [C:3]([C:7]1[S:8][CH:9]=[C:10]([C:12]([OH:14])=[O:13])[N:11]=1)([CH3:6])([CH3:4])[CH3:5]. (6) Given the reactants [F:1][C:2]1[CH:3]=[C:4]([CH:26]=[CH:27][CH:28]=1)[CH2:5][N:6]1[C:18]2[CH2:17][CH2:16][CH:15]([NH:19][C:20](=[O:24])[CH:21]([CH3:23])[CH3:22])[CH2:14][C:13]=2[C:12]2[C:7]1=[CH:8][CH:9]=[C:10]([OH:25])[CH:11]=2.[CH2:29](I)[CH3:30].[H-].[Na+].CN(C)C=O, predict the reaction product. The product is: [CH2:29]([O:25][C:10]1[CH:11]=[C:12]2[C:7](=[CH:8][CH:9]=1)[N:6]([CH2:5][C:4]1[CH:26]=[CH:27][CH:28]=[C:2]([F:1])[CH:3]=1)[C:18]1[CH2:17][CH2:16][CH:15]([NH:19][C:20](=[O:24])[CH:21]([CH3:23])[CH3:22])[CH2:14][C:13]2=1)[CH3:30]. (7) Given the reactants [Br:1][C:2]1[C:3]2[C:13]([CH3:14])=[CH:12][CH:11]=[CH:10][C:4]=2[S:5][C:6]=1[C:7](O)=[O:8].[BH4-].[BH4-].[BH4-].[BH4-].[Na+].[Na+].[Na+].[Na+].O, predict the reaction product. The product is: [Br:1][C:2]1[C:3]2[C:13]([CH3:14])=[CH:12][CH:11]=[CH:10][C:4]=2[S:5][C:6]=1[CH2:7][OH:8].